From a dataset of Catalyst prediction with 721,799 reactions and 888 catalyst types from USPTO. Predict which catalyst facilitates the given reaction. (1) Reactant: Cl[C:2]1[C:3]2[CH2:11][CH2:10][N:9]([C:12]([O:14][C:15]([CH3:18])([CH3:17])[CH3:16])=[O:13])[CH2:8][C:4]=2[N:5]=[CH:6][N:7]=1.[NH:19]1[CH:23]=[N:22][CH:21]=[N:20]1.CCN(C(C)C)C(C)C. Product: [N:19]1([C:2]2[C:3]3[CH2:11][CH2:10][N:9]([C:12]([O:14][C:15]([CH3:18])([CH3:17])[CH3:16])=[O:13])[CH2:8][C:4]=3[N:5]=[CH:6][N:7]=2)[CH:23]=[N:22][CH:21]=[N:20]1. The catalyst class is: 10. (2) Reactant: CN(C)C(N(C)C)=N.[CH3:9][O:10][C:11](=[O:40])[CH:12](P(OC)(OC)=O)[NH:13][C:14](=[O:33])[C:15]1[CH:20]=[CH:19][C:18]([C:21]([NH:23][CH2:24][C:25]2[CH:30]=[CH:29][CH:28]=[C:27]([OH:31])[CH:26]=2)=[O:22])=[CH:17][C:16]=1[Br:32].[N:41]1[C:50]2[C:45](=[CH:46][CH:47]=[CH:48][CH:49]=2)[CH:44]=[C:43]([CH:51]=O)[CH:42]=1.P([O-])([O-])([O-])=O. Product: [CH3:9][O:10][C:11](=[O:40])/[C:12](/[NH:13][C:14](=[O:33])[C:15]1[CH:20]=[CH:19][C:18]([C:21]([NH:23][CH2:24][C:25]2[CH:30]=[CH:29][CH:28]=[C:27]([OH:31])[CH:26]=2)=[O:22])=[CH:17][C:16]=1[Br:32])=[CH:51]/[C:43]1[CH:42]=[N:41][C:50]2[C:45]([CH:44]=1)=[CH:46][CH:47]=[CH:48][CH:49]=2. The catalyst class is: 54. (3) Product: [Cl:1][CH2:2][C:3]1[CH:11]=[CH:10][CH:9]=[C:8]2[C:4]=1[CH:5]=[N:6][N:7]2[C:17]([O:16][C:13]([CH3:15])([CH3:14])[CH3:12])=[O:18]. The catalyst class is: 64. Reactant: [Cl:1][CH2:2][C:3]1[CH:11]=[CH:10][CH:9]=[C:8]2[C:4]=1[CH:5]=[N:6][NH:7]2.[CH3:12][C:13]([O:16][C:17](O[C:17]([O:16][C:13]([CH3:15])([CH3:14])[CH3:12])=[O:18])=[O:18])([CH3:15])[CH3:14]. (4) Reactant: [Br:1][C:2]1[C:11]([CH2:12][CH2:13][C:14]([F:17])([F:16])[F:15])=[CH:10][C:9]2[C:4](=[CH:5][CH:6]=[C:7]([O:18][CH3:19])[CH:8]=2)[C:3]=1[OH:20].[CH3:21][O:22][CH2:23]Cl.C(N(C(C)C)CC)(C)C. Product: [Br:1][C:2]1[C:11]([CH2:12][CH2:13][C:14]([F:17])([F:16])[F:15])=[CH:10][C:9]2[C:4](=[CH:5][CH:6]=[C:7]([O:18][CH3:19])[CH:8]=2)[C:3]=1[O:20][CH2:21][O:22][CH3:23]. The catalyst class is: 1. (5) The catalyst class is: 6. Product: [Na+:27].[CH3:1][O:2][C:3]1[CH:11]=[C:10]2[C:6]([C:7](=[C:16]3[C:24]4[C:19](=[CH:20][CH:21]=[CH:22][CH:23]=4)[NH:18][C:17]3=[O:25])[CH2:8][CH:9]2[CH2:12][C:13]([O-:15])=[O:14])=[CH:5][CH:4]=1. Reactant: [CH3:1][O:2][C:3]1[CH:11]=[C:10]2[C:6]([C:7](=[C:16]3[C:24]4[C:19](=[CH:20][CH:21]=[CH:22][CH:23]=4)[NH:18][C:17]3=[O:25])[CH2:8][CH:9]2[CH2:12][C:13]([OH:15])=[O:14])=[CH:5][CH:4]=1.[OH-].[Na+:27]. (6) Reactant: [Mg].Br[C:3]1[CH:8]=[C:7]([CH3:9])[CH:6]=[CH:5][C:4]=1[CH3:10].[CH3:11][Si:12](Cl)([CH3:21])[CH2:13][CH2:14][CH2:15][CH2:16][CH2:17][CH2:18][CH2:19][CH3:20].[Cl-].[NH4+]. Product: [CH3:11][Si:12]([CH3:21])([CH2:13][CH2:14][CH2:15][CH2:16][CH2:17][CH2:18][CH2:19][CH3:20])[C:3]1[CH:8]=[C:7]([CH3:9])[CH:6]=[CH:5][C:4]=1[CH3:10]. The catalyst class is: 7. (7) Reactant: CC(C)(CC(=O)NN[C:11]([C:13]1[S:14][CH:15]=[C:16]([CH2:18][O:19][CH2:20][O:21][CH2:22][CH2:23][Si:24]([CH3:27])([CH3:26])[CH3:25])[N:17]=1)=[O:12])C(OC)=O.[BH4-].[Na+].O. Product: [CH3:25][Si:24]([CH3:27])([CH3:26])[CH2:23][CH2:22][O:21][CH2:20][O:19][CH2:18][C:16]1[N:17]=[C:13]([CH2:11][OH:12])[S:14][CH:15]=1. The catalyst class is: 5. (8) Reactant: [N+:1]([C:4]1[CH:5]=[C:6]2[C:10](=[CH:11][CH:12]=1)[NH:9][N:8]=[CH:7]2)([O-:3])=[O:2].C(=O)([O-])[O-].[K+].[K+].Cl.Cl[CH2:21][CH2:22][N:23]1[CH2:27][CH2:26][CH2:25][CH2:24]1. Product: [N+:1]([C:4]1[CH:5]=[C:6]2[C:10](=[CH:11][CH:12]=1)[N:9]([CH2:21][CH2:22][N:23]1[CH2:27][CH2:26][CH2:25][CH2:24]1)[N:8]=[CH:7]2)([O-:3])=[O:2]. The catalyst class is: 3. (9) Reactant: [OH:1][C@H:2]1[CH2:7][CH2:6][CH2:5][CH2:4][C@@H:3]1[NH:8][C:9]([C:11]1[C:15]2=[N:16][CH:17]=[CH:18][C:19]([CH3:20])=[C:14]2[N:13](C(OC(C)(C)C)=O)[CH:12]=1)=[O:10].Cl.O1CCOCC1. Product: [OH:1][C@H:2]1[CH2:7][CH2:6][CH2:5][CH2:4][C@@H:3]1[NH:8][C:9]([C:11]1[C:15]2=[N:16][CH:17]=[CH:18][C:19]([CH3:20])=[C:14]2[NH:13][CH:12]=1)=[O:10]. The catalyst class is: 169. (10) Product: [CH3:32][C:30]1[CH:29]=[C:4]([CH:3]=[C:2]([CH3:1])[CH:31]=1)[O:5][C:6]1[CH:11]=[CH:10][C:9]([O:12][CH3:35])=[CH:8][C:7]=1[S:13]([N:16]1[CH2:17][CH2:18][N:19]([C:22]([O:24][C:25]([CH3:28])([CH3:27])[CH3:26])=[O:23])[CH2:20][CH2:21]1)(=[O:15])=[O:14]. Reactant: [CH3:1][C:2]1[CH:3]=[C:4]([CH:29]=[C:30]([CH3:32])[CH:31]=1)[O:5][C:6]1[CH:11]=[CH:10][C:9]([OH:12])=[CH:8][C:7]=1[S:13]([N:16]1[CH2:21][CH2:20][N:19]([C:22]([O:24][C:25]([CH3:28])([CH3:27])[CH3:26])=[O:23])[CH2:18][CH2:17]1)(=[O:15])=[O:14].CI.[C:35]([O-])([O-])=O.[K+].[K+]. The catalyst class is: 3.